The task is: Predict the reactants needed to synthesize the given product.. This data is from Full USPTO retrosynthesis dataset with 1.9M reactions from patents (1976-2016). (1) Given the product [N+:1]([C:4]1[CH:5]=[CH:6][C:7]([O:14][C@@H:15]2[O:32][C@H:31]([CH2:33][OH:34])[C@H:26]([OH:27])[C@H:21]([OH:22])[C@H:16]2[OH:17])=[C:8]([CH:13]=1)[C:9]([O:11][CH3:12])=[O:10])([O-:3])=[O:2], predict the reactants needed to synthesize it. The reactants are: [N+:1]([C:4]1[CH:5]=[CH:6][C:7]([O:14][C@@H:15]2[O:32][C@H:31]([CH2:33][O:34]C(=O)C)[C@H:26]([O:27]C(=O)C)[C@H:21]([O:22]C(=O)C)[C@H:16]2[O:17]C(=O)C)=[C:8]([CH:13]=1)[C:9]([O:11][CH3:12])=[O:10])([O-:3])=[O:2].C[O-].[Na+]. (2) Given the product [C:1]([O:5][C:6]([NH:8][CH2:9][C:10]1[CH:11]=[C:12]([C:16]2[CH:21]=[C:20]([CH2:22][CH2:23][OH:49])[CH:19]=[C:18]([CH2:24][O:25][C:26]3[CH:31]=[CH:30][CH:29]=[CH:28][C:27]=3[CH2:32][C:33]([O:35][C:36]([CH3:39])([CH3:38])[CH3:37])=[O:34])[CH:17]=2)[CH:13]=[CH:14][CH:15]=1)=[O:7])([CH3:4])([CH3:2])[CH3:3], predict the reactants needed to synthesize it. The reactants are: [C:1]([O:5][C:6]([NH:8][CH2:9][C:10]1[CH:11]=[C:12]([C:16]2[CH:21]=[C:20]([CH:22]=[CH2:23])[CH:19]=[C:18]([CH2:24][O:25][C:26]3[CH:31]=[CH:30][CH:29]=[CH:28][C:27]=3[CH2:32][C:33]([O:35][C:36]([CH3:39])([CH3:38])[CH3:37])=[O:34])[CH:17]=2)[CH:13]=[CH:14][CH:15]=1)=[O:7])([CH3:4])([CH3:3])[CH3:2].B1C2CCCC1CCC2.[OH-:49].[Na+].OO.